This data is from Catalyst prediction with 721,799 reactions and 888 catalyst types from USPTO. The task is: Predict which catalyst facilitates the given reaction. (1) Reactant: Br[C:2]1[CH:3]=[CH:4][C:5]2[N:6]([C:8]([C:11]([NH:13][C:14]3[CH:19]=[C:18]([C:20]4[N:24]=[C:23]([CH3:25])[O:22][N:21]=4)[CH:17]=[CH:16][C:15]=3[CH3:26])=[O:12])=[CH:9][N:10]=2)[CH:7]=1.CC1(C)C(C)(C)[O:31][B:30](B2OC(C)(C)C(C)(C)O2)[O:29]1.C([O-])(=O)C.[K+]. Product: [CH3:26][C:15]1[CH:16]=[CH:17][C:18]([C:20]2[N:24]=[C:23]([CH3:25])[O:22][N:21]=2)=[CH:19][C:14]=1[NH:13][C:11]([C:8]1[N:6]2[CH:7]=[C:2]([B:30]([OH:31])[OH:29])[CH:3]=[CH:4][C:5]2=[N:10][CH:9]=1)=[O:12]. The catalyst class is: 12. (2) Reactant: [CH2:1]([NH2:5])[CH2:2][CH2:3][CH3:4].[C:6]([O:10][C:11](=[O:14])[CH2:12]Br)([CH3:9])([CH3:8])[CH3:7]. Product: [C:6]([O:10][C:11](=[O:14])[CH2:12][NH:5][CH2:1][CH2:2][CH2:3][CH3:4])([CH3:9])([CH3:8])[CH3:7]. The catalyst class is: 310. (3) Reactant: [Br:1][C:2]1[CH:3]=[C:4]2[C:9](=[CH:10][CH:11]=1)[C:8](=[O:12])[NH:7][C:6](=[O:13])/[C:5]/2=[CH:14]/OC.[CH3:17][N:18]([CH:26]1[CH2:30][CH2:29][N:28]([CH3:31])[CH2:27]1)[C:19]1[CH:24]=[CH:23][C:22]([NH2:25])=[CH:21][CH:20]=1.C(N(CC)CC)C. Product: [Br:1][C:2]1[CH:3]=[C:4]2[C:9](=[CH:10][CH:11]=1)[C:8](=[O:12])[NH:7][C:6](=[O:13])/[C:5]/2=[CH:14]\[NH:25][C:22]1[CH:21]=[CH:20][C:19]([N:18]([CH3:17])[CH:26]2[CH2:30][CH2:29][N:28]([CH3:31])[CH2:27]2)=[CH:24][CH:23]=1. The catalyst class is: 9. (4) Reactant: [H-].[Na+].CC1N=C(CO)C=CC=1.BrC1C=NC=CC=1C#N.[CH3:21][C:22]1[N:27]=[C:26]([CH2:28][O:29][C:30]2[CH:37]=[N:36][CH:35]=[CH:34][C:31]=2[C:32]#[N:33])[CH:25]=[CH:24][CH:23]=1. Product: [CH3:21][C:22]1[N:27]=[C:26]([C:28]2[O:29][C:30]3=[CH:37][N:36]=[CH:35][CH:34]=[C:31]3[C:32]=2[NH2:33])[CH:25]=[CH:24][CH:23]=1. The catalyst class is: 303. (5) Reactant: C([Li])CCC.CC1(C)CCCC(C)(C)N1.[CH3:16][O:17][C:18]1[N:19]=[N:20][C:21]([C:24]2[CH:29]=[CH:28][N:27]=[CH:26][CH:25]=2)=[CH:22][CH:23]=1.[I:30]I. Product: [I:30][C:23]1[CH:22]=[C:21]([C:24]2[CH:29]=[CH:28][N:27]=[CH:26][CH:25]=2)[N:20]=[N:19][C:18]=1[O:17][CH3:16]. The catalyst class is: 323. (6) Reactant: [NH2:1][C:2]1[CH:7]=[CH:6][C:5]([N:8]2[CH2:13][CH2:12][N:11]([C:14]([O:16][C:17]([CH3:20])([CH3:19])[CH3:18])=[O:15])[CH2:10][CH2:9]2)=[C:4]([C:21]([F:24])([F:23])[F:22])[CH:3]=1.[Br:25][C:26]1[CH:27]=[C:28]2[C:33](=[CH:34][CH:35]=1)[N:32]=[CH:31][C:30]([C:36]([O:38][CH2:39][CH3:40])=[O:37])=[C:29]2Cl.CCOC(C)=O. Product: [Br:25][C:26]1[CH:27]=[C:28]2[C:33](=[CH:34][CH:35]=1)[N:32]=[CH:31][C:30]([C:36]([O:38][CH2:39][CH3:40])=[O:37])=[C:29]2[NH:1][C:2]1[CH:7]=[CH:6][C:5]([N:8]2[CH2:13][CH2:12][N:11]([C:14]([O:16][C:17]([CH3:20])([CH3:18])[CH3:19])=[O:15])[CH2:10][CH2:9]2)=[C:4]([C:21]([F:23])([F:24])[F:22])[CH:3]=1. The catalyst class is: 1.